From a dataset of Forward reaction prediction with 1.9M reactions from USPTO patents (1976-2016). Predict the product of the given reaction. (1) Given the reactants [O:1]=[C:2]1[NH:11][C:10]2[C:9]3[CH2:12][CH2:13][CH2:14][CH2:15][C:8]=3[CH:7]=[CH:6][C:5]=2[N:4]([C:16]2[CH:17]=[C:18]([N:22]([CH3:35])S(C3C=CC=CC=3[N+]([O-])=O)(=O)=O)[CH:19]=[CH:20][CH:21]=2)[C:3]1=[O:36].C1(S)C=CC=CC=1.C(=O)([O-])[O-].[K+].[K+].[ClH:50].CO, predict the reaction product. The product is: [ClH:50].[CH3:35][NH:22][C:18]1[CH:17]=[C:16]([N:4]2[C:5]3[CH:6]=[CH:7][C:8]4[CH2:15][CH2:14][CH2:13][CH2:12][C:9]=4[C:10]=3[NH:11][C:2](=[O:1])[C:3]2=[O:36])[CH:21]=[CH:20][CH:19]=1. (2) The product is: [CH3:1][O:2][C:3]([C:5]1([CH3:11])[CH2:6][CH2:7][N:8]([C:13]2[N:18]=[CH:17][C:16]([B:19]([OH:21])[OH:20])=[CH:15][N:14]=2)[CH2:9][CH2:10]1)=[O:4]. Given the reactants [CH3:1][O:2][C:3]([C:5]1([CH3:11])[CH2:10][CH2:9][NH:8][CH2:7][CH2:6]1)=[O:4].Cl[C:13]1[N:18]=[CH:17][C:16]([B:19]([OH:21])[OH:20])=[CH:15][N:14]=1, predict the reaction product. (3) The product is: [N:13]1[C:22]2[CH:21]([NH:1][CH2:2][CH2:3][CH2:4][NH:5][C:6](=[O:12])[O:7][C:8]([CH3:9])([CH3:11])[CH3:10])[CH2:20][CH2:19][CH2:18][C:17]=2[CH:16]=[CH:15][CH:14]=1. Given the reactants [NH2:1][CH2:2][CH2:3][CH2:4][NH:5][C:6](=[O:12])[O:7][C:8]([CH3:11])([CH3:10])[CH3:9].[N:13]1[C:22]2[C:21](=O)[CH2:20][CH2:19][CH2:18][C:17]=2[CH:16]=[CH:15][CH:14]=1.C(O)(=O)C.C(O[BH-](OC(=O)C)OC(=O)C)(=O)C.[Na+].C(=O)([O-])[O-].[Na+].[Na+], predict the reaction product. (4) Given the reactants [Br:1][C:2]1[C:7]([OH:8])=[C:6]([O:9][CH3:10])[C:5]([O:11][CH:12]([F:14])[F:13])=[CH:4][CH:3]=1.C(=O)([O-])[O-].[K+].[K+].Br[CH2:22][C:23]1[CH:31]=[CH:30][C:26]([C:27]([NH2:29])=[O:28])=[CH:25][CH:24]=1, predict the reaction product. The product is: [Br:1][C:2]1[C:7]([O:8][CH2:22][C:23]2[CH:31]=[CH:30][C:26]([C:27]([NH2:29])=[O:28])=[CH:25][CH:24]=2)=[C:6]([O:9][CH3:10])[C:5]([O:11][CH:12]([F:13])[F:14])=[CH:4][CH:3]=1. (5) Given the reactants [C:1]([C:3]1[CH:8]=[CH:7][N:6]=[CH:5][CH:4]=1)#[N:2].N[NH:10][C:11]([NH2:13])=[S:12].[OH-].[Na+], predict the reaction product. The product is: [N:6]1[CH:7]=[CH:8][C:3]([C:1]2[S:12][C:11]([NH2:13])=[N:10][N:2]=2)=[CH:4][CH:5]=1.